Dataset: Reaction yield outcomes from USPTO patents with 853,638 reactions. Task: Predict the reaction yield, written as a fraction of the theoretical maximum amount of product (1.0 means a 100% yield; for example, 0.34 means a 34% yield). The reactants are Cl[C:2]1[N:3]=[C:4]([OH:12])[C:5]2[CH:11]=[CH:10][N:9]=[CH:8][C:6]=2[N:7]=1.[CH:13]([C:16]1[CH:21]=[CH:20][C:19]([N:22]([CH:30]2[CH2:35][CH2:34][O:33][CH2:32][CH2:31]2)[C:23]2[CH:28]=[CH:27][C:26]([OH:29])=[CH:25][CH:24]=2)=[CH:18][CH:17]=1)([CH3:15])[CH3:14]. No catalyst specified. The product is [CH:13]([C:16]1[CH:21]=[CH:20][C:19]([N:22]([CH:30]2[CH2:35][CH2:34][O:33][CH2:32][CH2:31]2)[C:23]2[CH:28]=[CH:27][C:26]([O:29][C:2]3[N:3]=[C:4]([OH:12])[C:5]4[CH:11]=[CH:10][N:9]=[CH:8][C:6]=4[N:7]=3)=[CH:25][CH:24]=2)=[CH:18][CH:17]=1)([CH3:15])[CH3:14]. The yield is 0.0800.